Predict the reactants needed to synthesize the given product. From a dataset of Full USPTO retrosynthesis dataset with 1.9M reactions from patents (1976-2016). Given the product [Cl:4][C:5]1[CH:10]=[C:9]([OH:11])[CH:8]=[C:7]([Cl:13])[C:6]=1[N:14]1[CH2:19][CH2:18][N:17]([C:20]2[CH:25]=[CH:24][CH:23]=[C:22]([C:26]([F:28])([F:27])[F:29])[CH:21]=2)[CH2:16][CH2:15]1, predict the reactants needed to synthesize it. The reactants are: C[S-].[Na+].[Cl:4][C:5]1[CH:10]=[C:9]([O:11]C)[CH:8]=[C:7]([Cl:13])[C:6]=1[N:14]1[CH2:19][CH2:18][N:17]([C:20]2[CH:25]=[CH:24][CH:23]=[C:22]([C:26]([F:29])([F:28])[F:27])[CH:21]=2)[CH2:16][CH2:15]1.O.Cl.